Dataset: Reaction yield outcomes from USPTO patents with 853,638 reactions. Task: Predict the reaction yield, written as a fraction of the theoretical maximum amount of product (1.0 means a 100% yield; for example, 0.34 means a 34% yield). (1) The reactants are [C:1]12([C:11]3[CH:12]=[C:13](Br)[CH:14]=[C:15]4[O:19][CH2:18][O:17][C:16]=34)[CH2:10][CH:5]3[CH2:6][CH:7]([CH2:9][CH:3]([CH2:4]3)[CH2:2]1)[CH2:8]2.[CH:21]([C:23]1[CH:28]=[CH:27][C:26](B(O)O)=[CH:25][CH:24]=1)=[O:22].C(=O)([O-])[O-].[K+].[K+]. The catalyst is COCCOC.O.C(OCC)(=O)C.C1C=CC([P]([Pd]([P](C2C=CC=CC=2)(C2C=CC=CC=2)C2C=CC=CC=2)([P](C2C=CC=CC=2)(C2C=CC=CC=2)C2C=CC=CC=2)[P](C2C=CC=CC=2)(C2C=CC=CC=2)C2C=CC=CC=2)(C2C=CC=CC=2)C2C=CC=CC=2)=CC=1. The product is [C:1]12([C:11]3[CH:12]=[C:13]([C:26]4[CH:27]=[CH:28][C:23]([CH:21]=[O:22])=[CH:24][CH:25]=4)[CH:14]=[C:15]4[O:19][CH2:18][O:17][C:16]=34)[CH2:10][CH:5]3[CH2:6][CH:7]([CH2:9][CH:3]([CH2:4]3)[CH2:2]1)[CH2:8]2. The yield is 0.850. (2) The reactants are C([O:3][C:4]([C:6]1[C:7]([C:12]2[CH:17]=[C:16]([F:18])[CH:15]=[CH:14][C:13]=2[F:19])=[N:8][O:9][C:10]=1[CH3:11])=O)C.C(OC(C1C(C2C=CC=CC=2F)=NOC=1C)=O)C. No catalyst specified. The product is [F:19][C:13]1[CH:14]=[CH:15][C:16]([F:18])=[CH:17][C:12]=1[C:7]1[C:6]([CH2:4][OH:3])=[C:10]([CH3:11])[O:9][N:8]=1. The yield is 0.210. (3) The yield is 0.580. The product is [Br:7][C:8]1[CH:13]=[CH:12][C:11]([O:14][CH:15]=[CH2:16])=[CH:10][CH:9]=1. The reactants are CC([O-])(C)C.[K+].[Br:7][C:8]1[CH:13]=[CH:12][C:11]([O:14][CH2:15][CH2:16]Br)=[CH:10][CH:9]=1.O. The catalyst is C1COCC1. (4) No catalyst specified. The reactants are Br[C:2]1[CH:7]=[CH:6][CH:5]=[C:4]([CH2:8][F:9])[N:3]=1.[CH2:10]([C:14]1[S:15][C:16]2[CH:22]=[CH:21][CH:20]=[CH:19][C:17]=2[N:18]=1)[CH2:11][C:12]#[CH:13]. The yield is 0.380. The product is [F:9][CH2:8][C:4]1[N:3]=[C:2]([C:13]#[C:12][CH2:11][CH2:10][C:14]2[S:15][C:16]3[CH:22]=[CH:21][CH:20]=[CH:19][C:17]=3[N:18]=2)[CH:7]=[CH:6][CH:5]=1. (5) The reactants are Br[C:2]1[CH:3]=[N:4][CH:5]=[C:6]([Br:8])[CH:7]=1.[CH3:9][CH:10]([OH:14])[CH2:11][CH:12]=[CH2:13].C1(C)C=CC=CC=1P(C1C=CC=CC=1C)C1C=CC=CC=1C.C(N(CC)CC)C. The catalyst is O.C([O-])(=O)C.[Pd+2].C([O-])(=O)C.C(#N)C. The product is [Br:8][C:6]1[CH:7]=[C:2](/[CH:13]=[CH:12]/[CH2:11][CH:10]([OH:14])[CH3:9])[CH:3]=[N:4][CH:5]=1. The yield is 0.340. (6) The reactants are [Cl:1][C:2]1[C:11]2[C:6](=[N:7][CH:8]=[C:9]([Cl:12])[CH:10]=2)[N:5](CC2C=CC(OC)=CC=2)[C:4](=[O:22])[C:3]=1[C:23]#[N:24]. The catalyst is C(O)(C(F)(F)F)=O. The product is [Cl:1][C:2]1[C:11]2[C:6](=[N:7][CH:8]=[C:9]([Cl:12])[CH:10]=2)[NH:5][C:4](=[O:22])[C:3]=1[C:23]#[N:24]. The yield is 0.960. (7) The reactants are FC(F)(F)C(O)=O.[O:8]1[C:12]2[CH:13]=[CH:14][CH:15]=[CH:16][C:11]=2[C:10]([NH:17][C:18]([N:20]2[CH2:25][CH2:24][NH:23][CH2:22][CH2:21]2)=[O:19])=[N:9]1.C(N(CC)CC)C.[C:33](Cl)(=[O:40])[C:34]1[CH:39]=[CH:38][CH:37]=[CH:36][CH:35]=1.O. The catalyst is O1CCCC1. The product is [O:8]1[C:12]2[CH:13]=[CH:14][CH:15]=[CH:16][C:11]=2[C:10]([NH:17][C:18]([N:20]2[CH2:25][CH2:24][N:23]([C:33](=[O:40])[C:34]3[CH:39]=[CH:38][CH:37]=[CH:36][CH:35]=3)[CH2:22][CH2:21]2)=[O:19])=[N:9]1. The yield is 0.690.